From a dataset of Reaction yield outcomes from USPTO patents with 853,638 reactions. Predict the reaction yield, written as a fraction of the theoretical maximum amount of product (1.0 means a 100% yield; for example, 0.34 means a 34% yield). (1) The reactants are ClCCCO[CH:6]1[C:15]2[C:10](=CC=CC=2)[CH:9](C2C=NC=CC=2)[CH2:8][N:7]1[CH3:22].[CH3:23][N:24]1[CH2:33][CH:32]([C:34]2[CH:35]=[N:36][CH:37]=[CH:38][CH:39]=2)[C:31]2[C:26](=[CH:27][C:28]([OH:40])=[CH:29][CH:30]=2)[CH2:25]1.Br[CH2:42][CH2:43]CCl.C([O-])([O-])=O.[K+].[K+]. The catalyst is CC(C)=O.O. The product is [CH3:23][N:24]1[CH2:33][CH:32]([C:34]2[CH:35]=[N:36][CH:37]=[CH:38][CH:39]=2)[C:31]2[C:26](=[CH:27][C:28]([O:40][CH2:42][CH2:43][CH2:22][N:7]3[CH2:6][CH2:15][CH2:10][CH2:9][CH2:8]3)=[CH:29][CH:30]=2)[CH2:25]1. The yield is 0.330. (2) The yield is 0.890. The product is [Br:7][C:8]1[S:12][C:11]([NH:13][C:14]([NH2:16])=[O:15])=[C:10]([C:23]([NH2:25])=[O:24])[CH:9]=1. The catalyst is CCO. The reactants are C(=O)([O-])[O-].[Na+].[Na+].[Br:7][C:8]1[S:12][C:11]([NH:13][C:14]([NH:16]C(=O)C(Cl)(Cl)Cl)=[O:15])=[C:10]([C:23]([NH2:25])=[O:24])[CH:9]=1. (3) The product is [Br:8][C:18]1[N:17]([C:14]2[CH:15]=[CH:16][C:11]([O:10][CH3:9])=[CH:12][CH:13]=2)[C:25]2[C:20]([C:19]=1[S:26][CH3:27])=[CH:21][CH:22]=[CH:23][CH:24]=2. The reactants are C1C(=O)N([Br:8])C(=O)C1.[CH3:9][O:10][C:11]1[CH:16]=[CH:15][C:14]([N:17]2[C:25]3[C:20](=[CH:21][CH:22]=[CH:23][CH:24]=3)[C:19]([S:26][CH3:27])=[CH:18]2)=[CH:13][CH:12]=1.O.C(Cl)Cl. The yield is 0.660. The catalyst is CN(C=O)C. (4) The reactants are C([C:8]([NH2:13])(O)[CH:9]([OH:11])[CH3:10])(OC(C)(C)C)=O.[OH:14][C:15]([CH:17]([C:19]1[CH:32]=[CH:31][CH:30]=[C:21]([C:22]([C:24]2[CH:29]=[CH:28][CH:27]=[CH:26][CH:25]=2)=[O:23])[CH:20]=1)[CH3:18])=[O:16].[ClH:33].C(OCC)(=O)C.CCCCCC. The catalyst is ClCCl. The product is [NH2:13][CH2:8][CH:9]([OH:11])[CH2:10][OH:14].[ClH:33].[OH:16][C:15]([CH:17]([C:19]1[CH:32]=[CH:31][CH:30]=[C:21]([C:22]([C:24]2[CH:25]=[CH:26][CH:27]=[CH:28][CH:29]=2)=[O:23])[CH:20]=1)[CH3:18])=[O:14]. The yield is 0.970. (5) The reactants are [Cl:1][C:2]1[C:7]([N+:8]([O-:10])=[O:9])=[C:6]([CH3:11])[CH:5]=[CH:4][N+:3]=1[O-].[C:13]([O:16]C(=O)C)(=[O:15])[CH3:14]. No catalyst specified. The product is [C:13]([O:16][CH2:11][C:6]1[CH:5]=[CH:4][N:3]=[C:2]([Cl:1])[C:7]=1[N+:8]([O-:10])=[O:9])(=[O:15])[CH3:14]. The yield is 0.360.